Predict the product of the given reaction. From a dataset of Forward reaction prediction with 1.9M reactions from USPTO patents (1976-2016). (1) Given the reactants [Cl:1][C:2]1[CH:9]=[C:8]([N:10]2[C:14]([CH3:15])=[CH:13][C:12]([CH3:16])=[N:11]2)[CH:7]=[CH:6][C:3]=1[C:4]#[N:5].O.CN([CH:21]=[O:22])C, predict the reaction product. The product is: [Cl:1][C:2]1[CH:9]=[C:8]([N:10]2[C:14]([CH3:15])=[C:13]([CH:21]=[O:22])[C:12]([CH3:16])=[N:11]2)[CH:7]=[CH:6][C:3]=1[C:4]#[N:5]. (2) Given the reactants C1(C2N=NC(NNC(=O)CC3C=C4C(=CC=3)N=CC=C4)=NC=2)C=CC=CC=1.[C:28]1([C:34]2[N:39]=[N:38][C:37]([NH:40][NH:41][C:42](=O)[CH2:43][O:44][C:45]3[C:54]4[C:49](=[CH:50][CH:51]=[CH:52][CH:53]=4)[N:48]=[CH:47][CH:46]=3)=[N:36][CH:35]=2)[CH:33]=[CH:32][CH:31]=[CH:30][CH:29]=1, predict the reaction product. The product is: [N:48]1[C:49]2[C:54](=[CH:53][CH:52]=[CH:51][CH:50]=2)[C:45]([O:44][CH2:43][C:42]2[N:38]3[N:39]=[C:34]([C:28]4[CH:33]=[CH:32][CH:31]=[CH:30][CH:29]=4)[CH:35]=[N:36][C:37]3=[N:40][N:41]=2)=[CH:46][CH:47]=1. (3) Given the reactants [C:1]([O:5][C:6]([N:8]1[CH2:13][CH2:12][CH2:11][CH:10]([CH2:14]OS(C)(=O)=O)[CH2:9]1)=[O:7])([CH3:4])([CH3:3])[CH3:2].C(=O)([O-])[O-].[K+].[K+].[CH3:26][O:27][C:28]1[CH:33]=[CH:32][CH:31]=[CH:30][C:29]=1[N:34]1[CH2:39][CH2:38][NH:37][CH2:36][CH2:35]1, predict the reaction product. The product is: [C:1]([O:5][C:6]([N:8]1[CH2:13][CH2:12][CH2:11][CH:10]([CH2:14][N:37]2[CH2:36][CH2:35][N:34]([C:29]3[CH:30]=[CH:31][CH:32]=[CH:33][C:28]=3[O:27][CH3:26])[CH2:39][CH2:38]2)[CH2:9]1)=[O:7])([CH3:2])([CH3:3])[CH3:4]. (4) Given the reactants [NH2:1][C:2]1[CH:6]=CNN=1.CO[C:9]([C:11]1[S:12][C:13]([C:16]([CH3:19])([CH3:18])[CH3:17])=[CH:14][CH:15]=1)=[O:10], predict the reaction product. The product is: [C:16]([C:13]1[S:12][C:11]([C:9](=[O:10])[CH2:6][C:2]#[N:1])=[CH:15][CH:14]=1)([CH3:19])([CH3:18])[CH3:17]. (5) Given the reactants [CH3:1][O:2][C:3]([C@@H:5]1[CH2:9][C@@H:8]([S:10]([CH2:13][CH:14]2[CH2:16][CH2:15]2)(=[O:12])=[O:11])[CH2:7][N:6]1[C:17](=S)[CH2:18][C:19](=O)[CH3:20])=[O:4].[F:23][C:24]([F:34])([F:33])[C:25]1[CH:30]=[CH:29][C:28]([NH:31][NH2:32])=[CH:27][CH:26]=1, predict the reaction product. The product is: [CH3:1][O:2][C:3]([C@@H:5]1[CH2:9][C@@H:8]([S:10]([CH2:13][CH:14]2[CH2:16][CH2:15]2)(=[O:12])=[O:11])[CH2:7][N:6]1[C:17]1[N:31]([C:28]2[CH:27]=[CH:26][C:25]([C:24]([F:23])([F:33])[F:34])=[CH:30][CH:29]=2)[N:32]=[C:19]([CH3:20])[CH:18]=1)=[O:4].